Task: Predict the reactants needed to synthesize the given product.. Dataset: Retrosynthesis with 50K atom-mapped reactions and 10 reaction types from USPTO Given the product Cc1c(F)cc(C(=O)NC2CC2)cc1-c1ccc(C(=O)Nc2ncns2)cc1C(=O)Nc1nccs1, predict the reactants needed to synthesize it. The reactants are: Cc1c(F)cc(C(=O)NC2CC2)cc1-c1ccc(C(=O)O)cc1C(=O)Nc1nccs1.Nc1ncns1.